Dataset: Full USPTO retrosynthesis dataset with 1.9M reactions from patents (1976-2016). Task: Predict the reactants needed to synthesize the given product. (1) The reactants are: [C:1]([C:5]1[CH:6]=[C:7]([CH:9]=[CH:10][CH:11]=1)[NH2:8])([CH3:4])([CH3:3])[CH3:2].[N-]=[C:13]=[O:14]. Given the product [C:1]([C:5]1[CH:11]=[CH:10][CH:9]=[C:7]([N:8]=[C:13]=[O:14])[CH:6]=1)([CH3:4])([CH3:2])[CH3:3], predict the reactants needed to synthesize it. (2) Given the product [F:1][C:2]1[CH:3]=[CH:4][C:5]([N:8]2[C:12]3[CH:13]=[CH:14][C:15]([C:17]([OH:19])=[O:18])=[CH:16][C:11]=3[N:10]=[CH:9]2)=[CH:6][CH:7]=1, predict the reactants needed to synthesize it. The reactants are: [F:1][C:2]1[CH:7]=[CH:6][C:5]([N:8]2[C:12]3[CH:13]=[CH:14][C:15]([C:17]([O:19]C)=[O:18])=[CH:16][C:11]=3[N:10]=[CH:9]2)=[CH:4][CH:3]=1.[OH-].[Na+]. (3) Given the product [C:28]([O:27][C:25]([NH:24][C@@H:4]([CH2:5][C:6]1[CH:7]=[CH:8][C:9]([O:12][CH2:13][C:14]2[CH:19]=[CH:18][C:17]([C:20]([CH3:22])([CH3:21])[CH3:23])=[CH:16][CH:15]=2)=[CH:10][CH:11]=1)[C:3]([NH:67][O:66][C:47]([C:48]1[CH:53]=[CH:52][CH:51]=[CH:50][CH:49]=1)([C:60]1[CH:61]=[CH:62][CH:63]=[CH:64][CH:65]=1)[C:54]1[CH:55]=[CH:56][CH:57]=[CH:58][CH:59]=1)=[O:32])=[O:26])([CH3:30])([CH3:31])[CH3:29], predict the reactants needed to synthesize it. The reactants are: CO[C:3](=[O:32])[CH:4]([NH:24][C:25]([O:27][C:28]([CH3:31])([CH3:30])[CH3:29])=[O:26])[CH2:5][C:6]1[CH:11]=[CH:10][C:9]([O:12][CH2:13][C:14]2[CH:19]=[CH:18][C:17]([C:20]([CH3:23])([CH3:22])[CH3:21])=[CH:16][CH:15]=2)=[CH:8][CH:7]=1.[OH-].[Na+].CCN=C=NCCCN(C)C.Cl.[C:47]([O:66][NH2:67])([C:60]1[CH:65]=[CH:64][CH:63]=[CH:62][CH:61]=1)([C:54]1[CH:59]=[CH:58][CH:57]=[CH:56][CH:55]=1)[C:48]1[CH:53]=[CH:52][CH:51]=[CH:50][CH:49]=1. (4) The reactants are: [CH3:1][O:2][C:3]1[CH:4]=[CH:5][C:6]2[N:7]=[CH:8][N:9]=[C:10]([CH2:13][CH2:14][C:15]34[CH2:22][CH2:21][C:18]([NH:23]C(=O)OC(C)(C)C)([CH2:19][CH2:20]3)[CH2:17][O:16]4)[C:11]=2[N:12]=1.FC(F)(F)C(O)=O. Given the product [CH3:1][O:2][C:3]1[CH:4]=[CH:5][C:6]2[N:7]=[CH:8][N:9]=[C:10]([CH2:13][CH2:14][C:15]34[CH2:20][CH2:19][C:18]([NH2:23])([CH2:21][CH2:22]3)[CH2:17][O:16]4)[C:11]=2[N:12]=1, predict the reactants needed to synthesize it. (5) The reactants are: C(OC([N:8]1[CH2:13][CH2:12][CH:11]([NH:14][C:15]2[CH:20]=[C:19](S(C3C=CC=CC=3)(=O)=O)[CH:18]=[CH:17][C:16]=2[O:30][CH2:31][CH2:32]Br)[CH2:10][CH2:9]1)=O)(C)(C)C.[C:34]1([S:40](C2C=CC3OCCN(C4CCNCC4)C=3C=2)(=[O:42])=[O:41])[CH:39]=[CH:38][CH:37]=[CH:36][CH:35]=1. Given the product [C:34]1([S:40]([C:18]2[CH:19]=[CH:20][C:15]3[N:14]([CH:11]4[CH2:10][CH2:9][NH:8][CH2:13][CH2:12]4)[CH2:32][CH2:31][O:30][C:16]=3[CH:17]=2)(=[O:42])=[O:41])[CH:39]=[CH:38][CH:37]=[CH:36][CH:35]=1, predict the reactants needed to synthesize it. (6) Given the product [CH3:1][O:2][CH2:3][CH2:4][O:5][CH2:6][CH2:7][O:8][CH2:9][CH2:10][O:11][CH2:12][CH2:13][O:14][CH2:15][C:16]([O:18][CH2:20][C@H:21]1[O:25][C:24](=[O:26])[N:23]([C:27]2[CH:36]=[C:35]3[C:30]([CH:31]=[C:32]([C:38]4[CH:43]=[CH:42][CH:41]=[CH:40][C:39]=4[C:44]([F:46])([F:45])[F:47])[NH:33][C:34]3=[O:37])=[CH:29][CH:28]=2)[CH2:22]1)=[O:17].[CH3:1][O:2][CH2:3][CH2:4][O:5][CH2:6][CH2:7][O:8][CH2:9][CH2:10][O:11][CH2:12][CH2:13][O:14][CH2:15][C:16]([OH:18])=[O:17], predict the reactants needed to synthesize it. The reactants are: [CH3:1][O:2][CH2:3][CH2:4][O:5][CH2:6][CH2:7][O:8][CH2:9][CH2:10][O:11][CH2:12][CH2:13][O:14][CH2:15][C:16]([OH:18])=[O:17].O[CH2:20][C@H:21]1[O:25][C:24](=[O:26])[N:23]([C:27]2[CH:36]=[C:35]3[C:30]([CH:31]=[C:32]([C:38]4[CH:43]=[CH:42][CH:41]=[CH:40][C:39]=4[C:44]([F:47])([F:46])[F:45])[NH:33][C:34]3=[O:37])=[CH:29][CH:28]=2)[CH2:22]1.COCCOCCOCCOCCO. (7) Given the product [I:1][C:21]1[N:18]2[CH:19]=[CH:20][C:15]([C:12]3[N:13]=[N:14][N:10]([CH3:9])[N:11]=3)=[CH:16][C:17]2=[N:23][CH:22]=1, predict the reactants needed to synthesize it. The reactants are: [I:1]N1C(=O)CCC1=O.[CH3:9][N:10]1[N:14]=[N:13][C:12]([C:15]2[CH:20]=[CH:19][N:18]3[CH:21]=[CH:22][N:23]=[C:17]3[CH:16]=2)=[N:11]1. (8) Given the product [CH2:1]([O:3][C:4](=[O:19])[CH2:5][CH2:6][CH2:7][CH2:8][CH2:9][CH2:10][N:11]([CH2:16]/[CH:17]=[CH:18]/[C:26]1[CH:27]=[CH:28][CH:29]=[C:24]([OH:23])[CH:25]=1)[S:12]([CH3:15])(=[O:13])=[O:14])[CH3:2], predict the reactants needed to synthesize it. The reactants are: [CH2:1]([O:3][C:4](=[O:19])[CH2:5][CH2:6][CH2:7][CH2:8][CH2:9][CH2:10][N:11]([CH2:16][CH:17]=[CH2:18])[S:12]([CH3:15])(=[O:14])=[O:13])[CH3:2].C([O:23][C:24]1[CH:29]=[CH:28][CH:27]=[C:26](I)[CH:25]=1)(=O)C.C(N(CC)CC)C.S([O-])([O-])(=O)=S.[Na+].[Na+]. (9) Given the product [I:1][C:2]1[CH:10]=[C:9]2[C:5]([CH:6]=[N:7][N:8]2[C:16]2[C:15]([N+:21]([O-:23])=[O:22])=[CH:14][N:19]=[C:18]([NH2:20])[N:17]=2)=[CH:4][CH:3]=1, predict the reactants needed to synthesize it. The reactants are: [I:1][C:2]1[CH:10]=[C:9]2[C:5]([CH:6]=[N:7][NH:8]2)=[CH:4][CH:3]=1.[H-].[Na+].Cl[CH:14]1[NH:19][C:18]([NH2:20])=[N:17][CH:16]=[C:15]1[N+:21]([O-:23])=[O:22].